From a dataset of Reaction yield outcomes from USPTO patents with 853,638 reactions. Predict the reaction yield, written as a fraction of the theoretical maximum amount of product (1.0 means a 100% yield; for example, 0.34 means a 34% yield). (1) The reactants are [Cl:1][C:2]1[N:7]=[C:6]([CH2:8][C:9]([C:12]2[CH:17]=[CH:16][C:15]([O:18][CH3:19])=[CH:14][CH:13]=2)=[N:10]O)[CH:5]=[CH:4][CH:3]=1.FC(F)(F)C(OC(=O)C(F)(F)F)=O.C(N(CC)CC)C.O. The catalyst is COCCOC.[Fe](Cl)Cl. The product is [Cl:1][C:2]1[N:7]2[N:10]=[C:9]([C:12]3[CH:17]=[CH:16][C:15]([O:18][CH3:19])=[CH:14][CH:13]=3)[CH:8]=[C:6]2[CH:5]=[CH:4][CH:3]=1. The yield is 0.520. (2) The reactants are Br[C:2]1[CH:3]=[C:4]([C:8]2([CH3:16])[CH2:13][O:12][N:11]([CH3:14])[C:10](=[NH:15])[NH:9]2)[CH:5]=[CH:6][CH:7]=1.[C:17]([C:19]1[CH:20]=[C:21](B(O)O)[CH:22]=[CH:23][CH:24]=1)#[N:18].C([O-])([O-])=O.[K+].[K+]. The catalyst is C(O)C. The product is [C:17]([C:19]1[CH:24]=[C:23]([C:2]2[CH:3]=[C:4]([C:8]3([CH3:16])[CH2:13][O:12][N:11]([CH3:14])[C:10](=[NH:15])[NH:9]3)[CH:5]=[CH:6][CH:7]=2)[CH:22]=[CH:21][CH:20]=1)#[N:18]. The yield is 0.440. (3) The reactants are C(OC(=O)C)(=O)C.[CH3:8][O:9][C:10]1[CH:11]=[C:12]([C:19]([OH:21])=[O:20])[C:13](=[CH:17][CH:18]=1)[C:14]([OH:16])=O. The catalyst is O1CCCC1. The product is [CH3:8][O:9][C:10]1[CH:11]=[C:12]2[C:19](=[O:20])[O:21][C:14](=[O:16])[C:13]2=[CH:17][CH:18]=1. The yield is 0.990. (4) The yield is 0.789. The reactants are C([O:4][C:5]1[CH:22]=[CH:21][C:20]([Br:23])=[CH:19][C:6]=1[C:7]([NH:9][C:10]1[S:11][CH:12]=[C:13]([C:15]([CH3:18])([CH3:17])[CH3:16])[N:14]=1)=[O:8])(=O)C.[OH-].[Na+].Cl. The catalyst is O1CCCC1. The product is [Br:23][C:20]1[CH:21]=[CH:22][C:5]([OH:4])=[C:6]([CH:19]=1)[C:7]([NH:9][C:10]1[S:11][CH:12]=[C:13]([C:15]([CH3:16])([CH3:17])[CH3:18])[N:14]=1)=[O:8]. (5) The reactants are [CH3:1][CH2:2][CH2:3][CH2:4][N+:5]([CH2:14][CH2:15][CH2:16][CH3:17])([CH2:10][CH2:11][CH2:12][CH3:13])[CH2:6][CH2:7][CH2:8][CH3:9].[F-:18].[CH3:19][S:20]([CH3:22])=[O:21]. No catalyst specified. The product is [CH3:13][CH2:12][CH2:11][CH2:10][N+:5]([CH2:14][CH2:15][CH2:16][CH3:17])([CH2:4][CH2:3][CH2:2][CH3:1])[CH2:6][CH2:7][CH2:8][CH3:9].[F-:18].[CH3:19][S:20]([CH3:22])=[O:21]. The yield is 0.400. (6) The reactants are [Br:1][C:2]1[CH:3]=[C:4]2[C:8](=[CH:9][CH:10]=1)[NH:7][N:6]=[C:5]2[C:11]1[CH:16]=[CH:15][C:14]([F:17])=[CH:13][CH:12]=1.[O:18]1[CH:23]=[CH:22][CH2:21][CH2:20][CH2:19]1.O.C1(C)C=CC(S(O)(=O)=O)=CC=1. The catalyst is O1CCCC1. The product is [Br:1][C:2]1[CH:3]=[C:4]2[C:8](=[CH:9][CH:10]=1)[N:7]([CH:19]1[CH2:20][CH2:21][CH2:22][CH2:23][O:18]1)[N:6]=[C:5]2[C:11]1[CH:16]=[CH:15][C:14]([F:17])=[CH:13][CH:12]=1. The yield is 0.820. (7) The reactants are [Cl:1][C:2]1[CH:12]=[CH:11][C:5]([O:6][CH2:7][C:8](Cl)=[CH2:9])=[CH:4][CH:3]=1.BrN1[C:18](=O)[CH2:17][CH2:16][C:15]1=O.[BrH:21].[C:22](#N)[CH3:23].[OH2:25]. The catalyst is CCOCC. The product is [Br:21][CH2:22][C:23](=[O:25])[CH2:9][C:8]1[CH:15]=[CH:16][CH:17]=[CH:18][C:7]=1[O:6][C:5]1[CH:11]=[CH:12][C:2]([Cl:1])=[CH:3][CH:4]=1. The yield is 0.540. (8) The reactants are C(OC([N:8]1[C@H:12]([CH2:13][O:14][C:15]2[CH:20]=[CH:19][CH:18]=[CH:17][CH:16]=2)[CH2:11][O:10]C1(C)C)=O)(C)(C)C.Cl. The catalyst is O1CCOCC1. The product is [NH2:8][C@H:12]([CH2:13][O:14][C:15]1[CH:20]=[CH:19][CH:18]=[CH:17][CH:16]=1)[CH2:11][OH:10]. The yield is 0.660. (9) The reactants are [F:1][C:2]1[C:7](B(O)O)=[CH:6][CH:5]=[CH:4][N:3]=1.I[C:12]1[CH:17]=[CH:16][CH:15]=[CH:14][N:13]=1.O. The catalyst is C([O-])([O-])=O.[Na+].[Na+].COCCOC.C1C=CC([P]([Pd]([P](C2C=CC=CC=2)(C2C=CC=CC=2)C2C=CC=CC=2)([P](C2C=CC=CC=2)(C2C=CC=CC=2)C2C=CC=CC=2)[P](C2C=CC=CC=2)(C2C=CC=CC=2)C2C=CC=CC=2)(C2C=CC=CC=2)C2C=CC=CC=2)=CC=1. The product is [F:1][C:2]1[C:7]([C:12]2[CH:17]=[CH:16][CH:15]=[CH:14][N:13]=2)=[CH:6][CH:5]=[CH:4][N:3]=1. The yield is 0.500. (10) The reactants are Cl.[CH3:2][C:3]1([CH3:19])[C:11]2[C:6](=[N:7][CH:8]=[CH:9][N:10]=2)[N:5]([CH:12]2[CH2:17][CH2:16][NH:15][CH2:14][CH2:13]2)[C:4]1=[O:18].FC(F)(F)S(O[C:26]1[CH:35]=[CH:34][C:33]2[C:28](=[CH:29][CH:30]=[C:31]([F:36])[CH:32]=2)[N:27]=1)(=O)=O.CCN(C(C)C)C(C)C.O. The catalyst is CS(C)=O. The product is [F:36][C:31]1[CH:32]=[C:33]2[C:28](=[CH:29][CH:30]=1)[N:27]=[C:26]([N:15]1[CH2:16][CH2:17][CH:12]([N:5]3[C:6]4=[N:7][CH:8]=[CH:9][N:10]=[C:11]4[C:3]([CH3:19])([CH3:2])[C:4]3=[O:18])[CH2:13][CH2:14]1)[CH:35]=[CH:34]2. The yield is 0.500.